From a dataset of NCI-60 drug combinations with 297,098 pairs across 59 cell lines. Regression. Given two drug SMILES strings and cell line genomic features, predict the synergy score measuring deviation from expected non-interaction effect. (1) Drug 2: CCC1=C2CN3C(=CC4=C(C3=O)COC(=O)C4(CC)O)C2=NC5=C1C=C(C=C5)O. Synergy scores: CSS=50.6, Synergy_ZIP=-11.2, Synergy_Bliss=-8.60, Synergy_Loewe=-5.28, Synergy_HSA=-2.73. Cell line: LOX IMVI. Drug 1: CN(C)N=NC1=C(NC=N1)C(=O)N. (2) Drug 1: CC12CCC(CC1=CCC3C2CCC4(C3CC=C4C5=CN=CC=C5)C)O. Drug 2: C1C(C(OC1N2C=NC3=C(N=C(N=C32)Cl)N)CO)O. Cell line: A498. Synergy scores: CSS=-0.497, Synergy_ZIP=1.24, Synergy_Bliss=0.656, Synergy_Loewe=-2.78, Synergy_HSA=-1.45.